This data is from Forward reaction prediction with 1.9M reactions from USPTO patents (1976-2016). The task is: Predict the product of the given reaction. (1) Given the reactants [C:1]([N:4]1[CH2:9][CH2:8][CH:7]([N:10]([C@H:22]2[CH2:27][CH2:26][C@H:25]([CH3:28])[CH2:24][CH2:23]2)[C:11]([NH:13][C:14]2[S:15][C:16]([S:19]C#N)=[CH:17][N:18]=2)=[O:12])[CH2:6][CH2:5]1)(=[O:3])[CH3:2].SC[C@@H]([C@@H](CS)O)O.[N:37](=[CH:45][CH2:46]Cl)[CH2:38][CH2:39][CH2:40][CH2:41][CH2:42][CH2:43]Cl, predict the reaction product. The product is: [C:1]([N:4]1[CH2:9][CH2:8][CH:7]([N:10]([C@H:22]2[CH2:27][CH2:26][C@H:25]([CH3:28])[CH2:24][CH2:23]2)[C:11]([NH:13][C:14]2[S:15][C:16]([S:19][CH2:46][CH2:45][N:37]3[CH2:43][CH2:42][CH2:41][CH2:40][CH2:39][CH2:38]3)=[CH:17][N:18]=2)=[O:12])[CH2:6][CH2:5]1)(=[O:3])[CH3:2]. (2) The product is: [F:1][C:2]1[CH:26]=[CH:25][CH:24]=[C:23]([F:27])[C:3]=1[CH2:4][O:5][C:6]1[C:7]2[N:8]([C:13]([C:17]3[O:18][C:21]([CH3:22])=[CH:20][N:19]=3)=[C:14]([CH3:16])[N:15]=2)[CH:9]=[C:10]([CH3:12])[CH:11]=1. Given the reactants [F:1][C:2]1[CH:26]=[CH:25][CH:24]=[C:23]([F:27])[C:3]=1[CH2:4][O:5][C:6]1[C:7]2[N:8]([C:13]([C:17]([NH:19][CH2:20][C:21]#[CH:22])=[O:18])=[C:14]([CH3:16])[N:15]=2)[CH:9]=[C:10]([CH3:12])[CH:11]=1, predict the reaction product. (3) The product is: [C:13]([O:12][C@H:11]1[C@H:10]([O:16][C:17](=[O:19])[CH3:18])[C@H:9]([O:20][C:21](=[O:23])[CH3:22])[C@@H:8]([O:35][C:32]2[CH:33]=[CH:34][C:29]([I:28])=[CH:30][CH:31]=2)[O:7][C@@H:6]1[CH2:5][O:4][C:1](=[O:3])[CH3:2])(=[O:15])[CH3:14]. Given the reactants [C:1]([O:4][CH2:5][C@@H:6]1[C@@H:11]([O:12][C:13](=[O:15])[CH3:14])[C@H:10]([O:16][C:17](=[O:19])[CH3:18])[C@H:9]([O:20][C:21](=[O:23])[CH3:22])[C@@H:8](OC(=O)C)[O:7]1)(=[O:3])[CH3:2].[I:28][C:29]1[CH:34]=[CH:33][C:32]([OH:35])=[CH:31][CH:30]=1.B(F)(F)F.CCOCC.C([O-])(O)=O.[Na+], predict the reaction product. (4) Given the reactants COC1C=CC2N=C(C3C=CC(F)=NC=3)OC=2C=1.[CH3:19][N:20]([CH3:29])[C:21]1[N:26]=[CH:25][C:24]([CH:27]=[O:28])=[CH:23][N:22]=1.[NH2:30][C:31]1[CH:40]=[CH:39][C:34]([C:35]([O:37][CH3:38])=[O:36])=[CH:33][C:32]=1O, predict the reaction product. The product is: [CH3:19][N:20]([CH3:29])[C:21]1[N:22]=[CH:23][C:24]([C:27]2[O:28][C:32]3[CH:33]=[C:34]([C:35]([O:37][CH3:38])=[O:36])[CH:39]=[CH:40][C:31]=3[N:30]=2)=[CH:25][N:26]=1. (5) Given the reactants [C:1]1([N:7]2[CH:11]=[C:10]([C:12]([NH:14][CH2:15][CH2:16][NH:17][C:18](=[O:26])OC3C=CC=CC=3)=[O:13])[C:9]([C:27]([F:30])([F:29])[F:28])=[N:8]2)[CH:6]=[CH:5][CH:4]=[CH:3][CH:2]=1.[C:31]([N:38]1[CH2:43][CH2:42][NH:41][CH2:40][CH2:39]1)([O:33][C:34]([CH3:37])([CH3:36])[CH3:35])=[O:32], predict the reaction product. The product is: [C:1]1([N:7]2[CH:11]=[C:10]([C:12]([NH:14][CH2:15][CH2:16][NH:17][C:18]([N:41]3[CH2:40][CH2:39][N:38]([C:31]([O:33][C:34]([CH3:37])([CH3:36])[CH3:35])=[O:32])[CH2:43][CH2:42]3)=[O:26])=[O:13])[C:9]([C:27]([F:30])([F:29])[F:28])=[N:8]2)[CH:2]=[CH:3][CH:4]=[CH:5][CH:6]=1. (6) Given the reactants [F:1][C:2]1[CH:7]=[CH:6][C:5]([C:8]2[C:9]([CH3:15])([CH3:14])[CH2:10][NH:11][CH2:12][CH:13]=2)=[CH:4][CH:3]=1.C(O)(=O)C, predict the reaction product. The product is: [F:1][C:2]1[CH:7]=[CH:6][C:5]([CH:8]2[CH2:13][CH2:12][NH:11][CH2:10][C:9]2([CH3:15])[CH3:14])=[CH:4][CH:3]=1. (7) The product is: [C:9]([C:8]1[CH:7]=[C:6]([CH:13]=[CH:12][CH:11]=1)[CH2:5][N:4]([CH2:3][CH2:2][OH:1])[C:14](=[O:15])[O:16][C:17]([CH3:20])([CH3:19])[CH3:18])#[N:10]. Given the reactants [OH:1][CH2:2][CH2:3][NH:4][CH2:5][C:6]1[CH:7]=[C:8]([CH:11]=[CH:12][CH:13]=1)[C:9]#[N:10].[C:14](O[C:14]([O:16][C:17]([CH3:20])([CH3:19])[CH3:18])=[O:15])([O:16][C:17]([CH3:20])([CH3:19])[CH3:18])=[O:15], predict the reaction product. (8) Given the reactants [Cl:1][C:2]1[N:7]=[C:6]([C:8]2[CH:9]=[C:10]([CH:13]=[CH:14][CH:15]=2)[CH:11]=O)[CH:5]=[CH:4][N:3]=1.[CH2:16]([NH2:18])[CH3:17], predict the reaction product. The product is: [Cl:1][C:2]1[N:7]=[C:6]([C:8]2[CH:9]=[C:10]([CH:13]=[CH:14][CH:15]=2)[CH2:11][NH:18][CH2:16][CH3:17])[CH:5]=[CH:4][N:3]=1.